Predict the product of the given reaction. From a dataset of Forward reaction prediction with 1.9M reactions from USPTO patents (1976-2016). (1) Given the reactants [CH3:1][O:2][C:3](=[O:12])[C:4]1[CH:9]=[CH:8][C:7]([CH:10]=O)=[CH:6][CH:5]=1.[O:13]1[CH2:18][CH2:17][N:16]([CH2:19][CH2:20][CH2:21][NH2:22])[CH2:15][CH2:14]1.[BH4-].[Na+], predict the reaction product. The product is: [O:13]1[CH2:18][CH2:17][N:16]([CH2:19][CH2:20][CH2:21][NH:22][CH2:10][C:7]2[CH:8]=[CH:9][C:4]([C:3]([O:2][CH3:1])=[O:12])=[CH:5][CH:6]=2)[CH2:15][CH2:14]1. (2) Given the reactants [S:1]1[CH:5]=[CH:4][CH:3]=[C:2]1[S:6]([NH:9][C:10]1[CH:11]=[CH:12][CH:13]=[C:14]2[C:18]=1[NH:17][C:16]([C:19]([NH2:21])=O)=[CH:15]2)(=[O:8])=[O:7].COC1C=CC(P2(SP(C3C=CC(OC)=CC=3)(=S)S2)=[S:31])=CC=1, predict the reaction product. The product is: [S:1]1[CH:5]=[CH:4][CH:3]=[C:2]1[S:6]([NH:9][C:10]1[CH:11]=[CH:12][CH:13]=[C:14]2[C:18]=1[NH:17][C:16]([C:19](=[S:31])[NH2:21])=[CH:15]2)(=[O:8])=[O:7]. (3) Given the reactants [CH2:1]([O:3][C:4](=[O:21])[C:5](=[C:7]1[C:16](=O)[C:15]2[C:10](=[CH:11][C:12]([O:19][CH3:20])=[C:13]([Br:18])[CH:14]=2)[O:9][CH2:8]1)O)[CH3:2].Cl.[S:23]1[CH:27]=[CH:26][CH:25]=[C:24]1[NH:28][NH2:29], predict the reaction product. The product is: [Br:18][C:13]1[C:12]([O:19][CH3:20])=[CH:11][C:10]2[O:9][CH2:8][C:7]3[C:5]([C:4]([O:3][CH2:1][CH3:2])=[O:21])=[N:29][N:28]([C:24]4[S:23][CH:27]=[CH:26][CH:25]=4)[C:16]=3[C:15]=2[CH:14]=1.